Dataset: Forward reaction prediction with 1.9M reactions from USPTO patents (1976-2016). Task: Predict the product of the given reaction. (1) Given the reactants C([O:8][CH2:9][CH2:10][N:11]1[C:24]2[C:16](=[CH:17][C:18]3[CH2:19][O:20][CH2:21][C:22]=3[CH:23]=2)[C@@H:15]([N:25]([CH2:32][C:33]2[CH:38]=[C:37]([C:39]([F:42])([F:41])[F:40])[CH:36]=[C:35]([C:43]([F:46])([F:45])[F:44])[CH:34]=2)[C:26]2[N:27]=[N:28][N:29]([CH3:31])[N:30]=2)[CH2:14][CH2:13][CH2:12]1)C1C=CC=CC=1, predict the reaction product. The product is: [F:46][C:43]([F:44])([F:45])[C:35]1[CH:34]=[C:33]([CH:38]=[C:37]([C:39]([F:40])([F:41])[F:42])[CH:36]=1)[CH2:32][N:25]([C:26]1[N:27]=[N:28][N:29]([CH3:31])[N:30]=1)[C@@H:15]1[C:16]2=[CH:17][C:18]3[CH2:19][O:20][CH2:21][C:22]=3[CH:23]=[C:24]2[N:11]([CH2:10][CH2:9][OH:8])[CH2:12][CH2:13][CH2:14]1. (2) The product is: [C:34]([O:33][C:31]([N:28]1[CH2:29][CH2:30][C:26]([N:38]2[CH2:39][CH2:40][CH:41]([NH:2][C:3]3[CH:8]=[C:7]([CH3:9])[CH:6]=[CH:5][C:4]=3[CH:10]([C:11]([O:13][C:14]([CH3:17])([CH3:15])[CH3:16])=[O:12])[C:18]([O:20][C:21]([CH3:24])([CH3:23])[CH3:22])=[O:19])[CH2:42][CH2:43]2)([CH3:25])[CH2:27]1)=[O:32])([CH3:35])([CH3:36])[CH3:37]. Given the reactants [Na].[NH2:2][C:3]1[CH:8]=[C:7]([CH3:9])[CH:6]=[CH:5][C:4]=1[CH:10]([C:18]([O:20][C:21]([CH3:24])([CH3:23])[CH3:22])=[O:19])[C:11]([O:13][C:14]([CH3:17])([CH3:16])[CH3:15])=[O:12].[CH3:25][C:26]1([N:38]2[CH2:43][CH2:42][C:41](=O)[CH2:40][CH2:39]2)[CH2:30][CH2:29][N:28]([C:31]([O:33][C:34]([CH3:37])([CH3:36])[CH3:35])=[O:32])[CH2:27]1.C(O)(=O)C, predict the reaction product. (3) Given the reactants Br[C:2]1[CH:3]=[C:4]2[C:9]([NH:10][C@H:11]3[C@@H:15]([CH2:16][CH3:17])[CH2:14][N:13]([C:18]([O:20][CH2:21][C:22]4[CH:27]=[CH:26][CH:25]=[CH:24][CH:23]=4)=[O:19])[CH2:12]3)=[C:8]([C:28](=[O:30])[NH2:29])[CH:7]=[N:6][N:5]2[CH:31]=1.BrC1C=C2C(Cl)=C(C(N)=O)C=NN2C=1.N[C@H]1[C@@H](CC)CN(C(OCC2C=CC=CC=2)=O)C1.[CH3:64][O:65][CH2:66][C:67]([NH:69][CH2:70][C:71]1[N:76]=[CH:75][C:74](B(O)O)=[CH:73][CH:72]=1)=[O:68].P([O-])([O-])([O-])=O.[K+].[K+].[K+], predict the reaction product. The product is: [C:28]([C:8]1[CH:7]=[N:6][N:5]2[CH:31]=[C:2]([C:74]3[CH:75]=[N:76][C:71]([CH2:70][NH:69][C:67](=[O:68])[CH2:66][O:65][CH3:64])=[CH:72][CH:73]=3)[CH:3]=[C:4]2[C:9]=1[NH:10][C@H:11]1[C@@H:15]([CH2:16][CH3:17])[CH2:14][N:13]([C:18]([O:20][CH2:21][C:22]2[CH:23]=[CH:24][CH:25]=[CH:26][CH:27]=2)=[O:19])[CH2:12]1)(=[O:30])[NH2:29]. (4) Given the reactants [CH3:1][CH:2]([S:4](Cl)(=[O:6])=[O:5])[CH3:3].[NH2:8][C:9]1[CH:10]=[C:11]([C:15]2[CH:20]=[CH:19][C:18]([C@@H:21]3[CH2:23][C@H:22]3[NH:24][C:25](=[O:31])[O:26][C:27]([CH3:30])([CH3:29])[CH3:28])=[CH:17][CH:16]=2)[CH:12]=[CH:13][CH:14]=1, predict the reaction product. The product is: [CH3:1][CH:2]([S:4]([NH:8][C:9]1[CH:10]=[C:11]([C:15]2[CH:16]=[CH:17][C:18]([C@@H:21]3[CH2:23][C@H:22]3[NH:24][C:25](=[O:31])[O:26][C:27]([CH3:29])([CH3:28])[CH3:30])=[CH:19][CH:20]=2)[CH:12]=[CH:13][CH:14]=1)(=[O:6])=[O:5])[CH3:3].